This data is from Catalyst prediction with 721,799 reactions and 888 catalyst types from USPTO. The task is: Predict which catalyst facilitates the given reaction. (1) Reactant: Br[C:2]1[CH:3]=[C:4]([C:8]2[CH:9]=[C:10]([NH:15][C:16]3[N:21]=[C:20]([C:22]([F:25])([F:24])[F:23])[CH:19]=[CH:18][N:17]=3)[CH:11]=[C:12]([CH3:14])[CH:13]=2)[CH:5]=[N:6][CH:7]=1.[CH3:26][O:27][CH2:28][CH2:29][NH2:30].CC1(C)C2C(=C(P(C3C=CC=CC=3)C3C=CC=CC=3)C=CC=2)OC2C(P(C3C=CC=CC=3)C3C=CC=CC=3)=CC=CC1=2.C([O-])([O-])=O.[Cs+].[Cs+]. The catalyst class is: 62. Product: [CH3:26][O:27][CH2:28][CH2:29][NH:30][C:2]1[CH:3]=[C:4]([C:8]2[CH:9]=[C:10]([NH:15][C:16]3[N:21]=[C:20]([C:22]([F:25])([F:24])[F:23])[CH:19]=[CH:18][N:17]=3)[CH:11]=[C:12]([CH3:14])[CH:13]=2)[CH:5]=[N:6][CH:7]=1. (2) Reactant: [H-].[Na+].[Br:3][C:4]1[CH:9]=[CH:8][C:7]([NH:10][C:11]2[CH:16]=[CH:15][C:14]([C:17]([C:19]3[CH:24]=[CH:23][CH:22]=[CH:21][C:20]=3[CH3:25])=[O:18])=[C:13]([Cl:26])[CH:12]=2)=[C:6]([CH3:27])[CH:5]=1.Cl[C:29]([O:31][CH:32]([Cl:34])[CH3:33])=[O:30].[NH4+].[Cl-]. Product: [Cl:34][CH:32]([O:31][C:29](=[O:30])[N:10]([C:7]1[CH:8]=[CH:9][C:4]([Br:3])=[CH:5][C:6]=1[CH3:27])[C:11]1[CH:16]=[CH:15][C:14]([C:17](=[O:18])[C:19]2[CH:24]=[CH:23][CH:22]=[CH:21][C:20]=2[CH3:25])=[C:13]([Cl:26])[CH:12]=1)[CH3:33]. The catalyst class is: 31.